The task is: Predict which catalyst facilitates the given reaction.. This data is from Catalyst prediction with 721,799 reactions and 888 catalyst types from USPTO. Reactant: [Cl:1][C:2]1[C:15]([Cl:16])=[CH:14][C:5]2[NH:6][C:7]([CH2:9][C:10]([F:13])([F:12])[F:11])=[N:8][C:4]=2[CH:3]=1.C(=O)([O-])[O-].[K+].[K+].[F:23][C:24]([F:35])([F:34])[O:25][C:26]1[CH:27]=[C:28]([CH:31]=[CH:32][CH:33]=1)[CH2:29]Br. Product: [Cl:16][C:15]1[C:2]([Cl:1])=[CH:3][C:4]2[N:8]([CH2:29][C:28]3[CH:31]=[CH:32][CH:33]=[C:26]([O:25][C:24]([F:23])([F:34])[F:35])[CH:27]=3)[C:7]([CH2:9][C:10]([F:12])([F:13])[F:11])=[N:6][C:5]=2[CH:14]=1. The catalyst class is: 3.